From a dataset of HIV replication inhibition screening data with 41,000+ compounds from the AIDS Antiviral Screen. Binary Classification. Given a drug SMILES string, predict its activity (active/inactive) in a high-throughput screening assay against a specified biological target. The molecule is CCCCOP(C)(=O)C(NC(=O)OCC)(C(F)(F)F)C(F)(F)F. The result is 0 (inactive).